Dataset: Forward reaction prediction with 1.9M reactions from USPTO patents (1976-2016). Task: Predict the product of the given reaction. (1) Given the reactants [Al].C(O[CH:5]([O:9][CH2:10][CH3:11])[O:6][CH2:7][CH3:8])C.Br[CH2:13][C:14]#[CH:15], predict the reaction product. The product is: [CH2:10]([O:9][CH:5]([O:6][CH2:7][CH3:8])[CH2:15][C:14]#[CH:13])[CH3:11]. (2) Given the reactants Br[C:2]1[C:7]([F:8])=[CH:6][C:5]([F:9])=[CH:4][C:3]=1[F:10].C([Li])CCC.[CH3:16][C:17]1[C:21]([C:22]2[CH:23]=[C:24]([C:41]([C:43]3[CH:48]=[N:47][CH:46]=[CH:45][N:44]=3)=[O:42])[C:25]3[N:29]=[C:28]([O:30]CC)[N:27](C(OC(C)(C)C)=O)[C:26]=3[CH:40]=2)=[C:20]([CH3:49])[O:19][N:18]=1.Cl, predict the reaction product. The product is: [CH3:16][C:17]1[C:21]([C:22]2[CH:23]=[C:24]([C:41]([OH:42])([C:43]3[CH:48]=[N:47][CH:46]=[CH:45][N:44]=3)[C:2]3[C:7]([F:8])=[CH:6][C:5]([F:9])=[CH:4][C:3]=3[F:10])[C:25]3[NH:29][C:28](=[O:30])[NH:27][C:26]=3[CH:40]=2)=[C:20]([CH3:49])[O:19][N:18]=1. (3) Given the reactants [C:1]([CH:3]1[CH2:6][N:5]([C:7](=[O:49])[C@H:8]([NH:10][C:11]([C:13]2[C:21]3[C:16](=[N:17][CH:18]=[C:19]([C:22]4[C:30]5[C:25](=[CH:26][C:27]([Cl:31])=[CH:28][CH:29]=5)[N:24]([CH2:32][CH2:33][O:34]C5CCCCO5)[N:23]=4)[N:20]=3)[N:15](COCC[Si](C)(C)C)[CH:14]=2)=[O:12])[CH3:9])[CH2:4]1)#[N:2].C(O)(C(F)(F)F)=O, predict the reaction product. The product is: [C:1]([CH:3]1[CH2:4][N:5]([C:7](=[O:49])[C@H:8]([NH:10][C:11]([C:13]2[C:21]3[C:16](=[N:17][CH:18]=[C:19]([C:22]4[C:30]5[C:25](=[CH:26][C:27]([Cl:31])=[CH:28][CH:29]=5)[N:24]([CH2:32][CH2:33][OH:34])[N:23]=4)[N:20]=3)[NH:15][CH:14]=2)=[O:12])[CH3:9])[CH2:6]1)#[N:2]. (4) Given the reactants [C:1]([O:5][C:6]([N:8]1[CH2:17][CH:16]([OH:18])[C:15]2[C:10](=[CH:11][CH:12]=[C:13]([O:19][CH2:20][C:21]3[CH:26]=[CH:25][CH:24]=[CH:23][CH:22]=3)[CH:14]=2)[CH2:9]1)=[O:7])([CH3:4])([CH3:3])[CH3:2].CC(OI1(OC(C)=O)(OC(C)=O)OC(=O)C2C=CC=CC1=2)=O, predict the reaction product. The product is: [C:1]([O:5][C:6]([N:8]1[CH2:17][C:16](=[O:18])[C:15]2[C:10](=[CH:11][CH:12]=[C:13]([O:19][CH2:20][C:21]3[CH:26]=[CH:25][CH:24]=[CH:23][CH:22]=3)[CH:14]=2)[CH2:9]1)=[O:7])([CH3:4])([CH3:2])[CH3:3]. (5) Given the reactants Br[C:2]1[CH:3]=[C:4]([NH:9][C:10]2[CH:15]=[CH:14][CH:13]=[CH:12][N:11]=2)[CH:5]=[CH:6][C:7]=1[CH3:8].[F:16][C:17]1[CH:40]=[CH:39][CH:38]=[C:37]([F:41])[C:18]=1[C:19]([NH:21][C:22]1[CH:27]=[CH:26][C:25](B2OC(C)(C)C(C)(C)O2)=[CH:24][CH:23]=1)=[O:20].C([O-])([O-])=O.[Na+].[Na+].C(O)C, predict the reaction product. The product is: [F:16][C:17]1[CH:40]=[CH:39][CH:38]=[C:37]([F:41])[C:18]=1[C:19]([NH:21][C:22]1[CH:27]=[CH:26][C:25]([C:2]2[CH:3]=[C:4]([NH:9][C:10]3[CH:15]=[CH:14][CH:13]=[CH:12][N:11]=3)[CH:5]=[CH:6][C:7]=2[CH3:8])=[CH:24][CH:23]=1)=[O:20]. (6) Given the reactants [Cl:1][C:2]1[N:3]=[CH:4][C:5]2[C:10]([CH:11]=1)=[C:9]([NH2:12])[CH:8]=[CH:7][CH:6]=2.[C:13]1(=O)[CH2:18][CH2:17][CH2:16][C:15](=[O:19])[CH2:14]1, predict the reaction product. The product is: [Cl:1][C:2]1[N:3]=[CH:4][C:5]2[C:10]([CH:11]=1)=[C:9]([NH:12][C:13]1[CH2:18][CH2:17][CH2:16][C:15](=[O:19])[CH:14]=1)[CH:8]=[CH:7][CH:6]=2. (7) Given the reactants Cl[C:2]1[CH:7]=[C:6]([Cl:8])[N:5]=[CH:4][N:3]=1.[NH2:9][C:10]1[CH:11]=[C:12]([CH:17]=[CH:18][CH:19]=1)[C:13]([NH:15][CH3:16])=[O:14].C(N(CC)C(C)C)(C)C, predict the reaction product. The product is: [Cl:8][C:6]1[N:5]=[CH:4][N:3]=[C:2]([NH:9][C:10]2[CH:11]=[C:12]([CH:17]=[CH:18][CH:19]=2)[C:13]([NH:15][CH3:16])=[O:14])[CH:7]=1. (8) Given the reactants [CH:1]1([CH2:4][NH:5][C:6]2[C:11]([NH2:12])=[CH:10][CH:9]=[CH:8][N:7]=2)[CH2:3][CH2:2]1.[Cl:13][C:14]1[CH:19]=[CH:18][C:17]([C:20](=O)[C:21](O)=[O:22])=[CH:16][CH:15]=1, predict the reaction product. The product is: [Cl:13][C:14]1[CH:19]=[CH:18][C:17]([C:20]2[C:21](=[O:22])[N:5]([CH2:4][CH:1]3[CH2:2][CH2:3]3)[C:6]3[N:7]=[CH:8][CH:9]=[CH:10][C:11]=3[N:12]=2)=[CH:16][CH:15]=1. (9) Given the reactants [CH2:1]([OH:17])[CH2:2][CH2:3][CH2:4][CH2:5][CH2:6][CH2:7][CH2:8][CH2:9][CH2:10][CH2:11][CH2:12][CH2:13][CH2:14][CH2:15][CH3:16].[C:18]1(=[O:24])[O:23][C:21](=[O:22])[CH:20]=[CH:19]1.O.[C:26]1([CH3:36])[C:27](S(O)(=O)=O)=[CH:28][CH:29]=[CH:30][CH:31]=1, predict the reaction product. The product is: [C:21]([O:23][CH2:1][CH2:2][CH2:3][CH2:4][CH2:5][CH2:6][CH2:7][CH2:8][CH2:9][CH2:31][CH2:30][CH2:29][CH2:28][CH2:27][CH2:26][CH3:36])(=[O:22])/[CH:20]=[CH:19]\[C:18]([O:17][CH2:1][CH2:2][CH2:3][CH2:4][CH2:5][CH2:6][CH2:7][CH2:8][CH2:9][CH2:10][CH2:11][CH2:12][CH2:13][CH2:14][CH2:15][CH3:16])=[O:24].